Task: Predict the product of the given reaction.. Dataset: Forward reaction prediction with 1.9M reactions from USPTO patents (1976-2016) (1) Given the reactants [CH:1]1[CH:2]=[CH:3][C:4]2[NH:11][C:9](=[O:10])[CH:8]=[C:7]([CH2:12][CH:13]([NH:17][C:18]([C:20]3[CH:21]=[CH:22][C:23]([Cl:26])=[CH:24][CH:25]=3)=[O:19])[C:14]([OH:16])=[O:15])[C:5]=2[CH:6]=1.[F:27][C:28]1[CH:35]=[CH:34][C:33]([F:36])=[CH:32][C:29]=1[CH2:30]Br, predict the reaction product. The product is: [Cl:26][C:23]1[CH:24]=[CH:25][C:20]([C:18]([NH:17][CH:13]([CH2:12][C:7]2[C:5]3[C:4](=[CH:3][CH:2]=[CH:1][CH:6]=3)[NH:11][C:9](=[O:10])[CH:8]=2)[C:14]([O:16][CH2:30][C:29]2[CH:32]=[C:33]([F:36])[CH:34]=[CH:35][C:28]=2[F:27])=[O:15])=[O:19])=[CH:21][CH:22]=1. (2) Given the reactants C([O:8][N:9]([CH:21]=[O:22])[CH2:10][C@@H:11]([CH2:15][CH:16]1[CH2:20][CH2:19][CH2:18][CH2:17]1)[C:12]([OH:14])=O)C1C=CC=CC=1.Cl.[NH2:24][C@@H:25]([C:49]([CH3:52])([CH3:51])[CH3:50])[C:26]([N:28]1[CH2:33][CH2:32][CH:31]([NH:34][C:35](=[O:48])[C:36]2[CH:41]=[C:40]([O:42][CH3:43])[C:39]([O:44][CH3:45])=[C:38]([O:46][CH3:47])[CH:37]=2)[CH2:30][CH2:29]1)=[O:27], predict the reaction product. The product is: [CH:16]1([CH2:15][C@H:11]([CH2:10][N:9]([CH:21]=[O:22])[OH:8])[C:12]([NH:24][C@@H:25]([C:49]([CH3:52])([CH3:51])[CH3:50])[C:26]([N:28]2[CH2:33][CH2:32][CH:31]([NH:34][C:35](=[O:48])[C:36]3[CH:41]=[C:40]([O:42][CH3:43])[C:39]([O:44][CH3:45])=[C:38]([O:46][CH3:47])[CH:37]=3)[CH2:30][CH2:29]2)=[O:27])=[O:14])[CH2:17][CH2:18][CH2:19][CH2:20]1. (3) Given the reactants [NH2:1][C:2]1[CH:7]=[C:6]([C:8]([C:10]2[C:14]3[CH:15]=[N:16][CH:17]=[CH:18][C:13]=3[N:12]([CH:19]([CH3:21])[CH3:20])[CH:11]=2)=[O:9])[CH:5]=[CH:4][N:3]=1.[C:22]([C:24]1[CH:29]=[CH:28][C:27]([CH2:30][C:31](O)=[O:32])=[CH:26][C:25]=1[C:34]([F:37])([F:36])[F:35])#[N:23], predict the reaction product. The product is: [C:22]([C:24]1[CH:29]=[CH:28][C:27]([CH2:30][C:31]([NH:1][C:2]2[CH:7]=[C:6]([C:8]([C:10]3[C:14]4[CH:15]=[N:16][CH:17]=[CH:18][C:13]=4[N:12]([CH:19]([CH3:21])[CH3:20])[CH:11]=3)=[O:9])[CH:5]=[CH:4][N:3]=2)=[O:32])=[CH:26][C:25]=1[C:34]([F:35])([F:37])[F:36])#[N:23]. (4) Given the reactants [CH2:1]([NH:5][C:6]1[N:7]=[CH:8][C:9]2[N:14]([C:15]3[CH:20]=[CH:19][C:18]([CH2:21][N:22]4[CH2:27][CH2:26][O:25][CH2:24][CH2:23]4)=[CH:17][CH:16]=3)[CH:13]=[C:12]([CH:28]3[CH2:33][CH2:32][CH:31]([O:34][Si](C(C)(C)C)(C)C)[CH2:30][CH2:29]3)[C:10]=2[N:11]=1)[CH2:2][CH2:3][CH3:4].Cl, predict the reaction product. The product is: [CH2:1]([NH:5][C:6]1[N:7]=[CH:8][C:9]2[N:14]([C:15]3[CH:20]=[CH:19][C:18]([CH2:21][N:22]4[CH2:27][CH2:26][O:25][CH2:24][CH2:23]4)=[CH:17][CH:16]=3)[CH:13]=[C:12]([CH:28]3[CH2:29][CH2:30][CH:31]([OH:34])[CH2:32][CH2:33]3)[C:10]=2[N:11]=1)[CH2:2][CH2:3][CH3:4].